This data is from Peptide-MHC class I binding affinity with 185,985 pairs from IEDB/IMGT. The task is: Regression. Given a peptide amino acid sequence and an MHC pseudo amino acid sequence, predict their binding affinity value. This is MHC class I binding data. The peptide sequence is GILGFVFTL. The MHC is HLA-A24:02 with pseudo-sequence HLA-A24:02. The binding affinity (normalized) is 0.133.